From a dataset of Reaction yield outcomes from USPTO patents with 853,638 reactions. Predict the reaction yield, written as a fraction of the theoretical maximum amount of product (1.0 means a 100% yield; for example, 0.34 means a 34% yield). (1) The reactants are [Cl:1][C:2]1[CH:3]=[C:4]([C:10]2([C:27]([F:30])([F:29])[F:28])[CH2:14][CH2:13][N:12]([C:15]3[N:20]=[C:19]([C:21]([F:24])([F:23])[F:22])[C:18]([CH2:25]O)=[CH:17][N:16]=3)[CH2:11]2)[CH:5]=[C:6]([Cl:9])[C:7]=1[Cl:8].O1CCCC1.CS(Cl)(=O)=O.O.[NH3:42]. The catalyst is CO. The product is [Cl:1][C:2]1[CH:3]=[C:4]([C:10]2([C:27]([F:30])([F:29])[F:28])[CH2:14][CH2:13][N:12]([C:15]3[N:20]=[C:19]([C:21]([F:24])([F:23])[F:22])[C:18]([CH2:25][NH2:42])=[CH:17][N:16]=3)[CH2:11]2)[CH:5]=[C:6]([Cl:9])[C:7]=1[Cl:8]. The yield is 0.450. (2) The reactants are [CH3:1][C:2]1[C:16](=[O:17])[N:15]=[C:14]2[N:4]([C@@H:5]3[O:9][C@H:8]([CH2:10][OH:11])[C@@H:7]([OH:12])[C@@H:6]3[O:13]2)[CH:3]=1.[CH3:18][O:19][CH2:20][CH2:21][O:22]B([O:22][CH2:21][CH2:20][O:19][CH3:18])[O:22][CH2:21][CH2:20][O:19][CH3:18]. The catalyst is COCCO. The product is [CH3:18][O:19][CH2:20][CH2:21][O:22][C@@H:6]1[C@H:7]([OH:12])[C@@H:8]([CH2:10][OH:11])[O:9][C@H:5]1[N:4]1[CH:3]=[C:2]([CH3:1])[C:16](=[O:17])[NH:15][C:14]1=[O:13]. The yield is 0.630. (3) The reactants are [CH3:1][C:2]1([CH3:19])[CH2:7][O:6][C:5](=[S:8])[N:4]([CH2:9][C:10]2[CH:15]=[CH:14][CH:13]=[CH:12][C:11]=2[N+:16]([O-])=O)[CH2:3]1.[Cl-].[NH4+].O. The catalyst is C(O)C.[Fe]. The product is [NH2:16][C:11]1[CH:12]=[CH:13][CH:14]=[CH:15][C:10]=1[CH2:9][N:4]1[CH2:3][C:2]([CH3:19])([CH3:1])[CH2:7][O:6][C:5]1=[S:8]. The yield is 0.630. (4) The reactants are [CH:1]1([N:6]2[C:11]3[N:12]=[C:13](S(C)=O)[N:14]=[CH:15][C:10]=3[CH:9]=[C:8]([CH:19]([C:21]3[CH:26]=[CH:25][CH:24]=[CH:23][CH:22]=3)[CH3:20])[C:7]2=[O:27])[CH2:5][CH2:4][CH2:3][CH2:2]1.[C:28]([O:32][C:33]([N:35]1[CH2:40][CH2:39][N:38]([C:41]2[CH:46]=[CH:45][C:44]([NH2:47])=[CH:43][CH:42]=2)[CH2:37][CH2:36]1)=[O:34])([CH3:31])([CH3:30])[CH3:29]. The catalyst is CS(C)=O. The product is [C:28]([O:32][C:33]([N:35]1[CH2:40][CH2:39][N:38]([C:41]2[CH:42]=[CH:43][C:44]([NH:47][C:13]3[N:14]=[CH:15][C:10]4[CH:9]=[C:8]([CH:19]([C:21]5[CH:26]=[CH:25][CH:24]=[CH:23][CH:22]=5)[CH3:20])[C:7](=[O:27])[N:6]([CH:1]5[CH2:5][CH2:4][CH2:3][CH2:2]5)[C:11]=4[N:12]=3)=[CH:45][CH:46]=2)[CH2:37][CH2:36]1)=[O:34])([CH3:31])([CH3:29])[CH3:30]. The yield is 0.760.